This data is from Full USPTO retrosynthesis dataset with 1.9M reactions from patents (1976-2016). The task is: Predict the reactants needed to synthesize the given product. (1) Given the product [C:1]([C:4]1[C:12]2[C:7](=[CH:8][C:9]([OH:13])=[CH:10][CH:11]=2)[N:6]([CH2:14][C:15]([OH:17])=[O:16])[N:5]=1)(=[O:3])[NH2:2], predict the reactants needed to synthesize it. The reactants are: [C:1]([C:4]1[C:12]2[C:7](=[CH:8][C:9]([OH:13])=[CH:10][CH:11]=2)[N:6]([CH2:14][C:15]([O:17]C(C)(C)C)=[O:16])[N:5]=1)(=[O:3])[NH2:2].C(O)(C(F)(F)F)=O. (2) The reactants are: [C:1]([C:3]1[CH:4]=[C:5]([N:12]([S:17]([CH3:20])(=[O:19])=[O:18])[S:13]([CH3:16])(=[O:15])=[O:14])[CH:6]=[C:7]([N+:9]([O-])=O)[CH:8]=1)#[N:2]. Given the product [NH2:9][C:7]1[CH:6]=[C:5]([N:12]([S:13]([CH3:16])(=[O:15])=[O:14])[S:17]([CH3:20])(=[O:18])=[O:19])[CH:4]=[C:3]([C:1]#[N:2])[CH:8]=1, predict the reactants needed to synthesize it. (3) The reactants are: [NH2:1][C:2]1[N:6]([C:7]2[CH:12]=[CH:11][C:10]([S:13]([CH3:16])(=[O:15])=[O:14])=[CH:9][CH:8]=2)[N:5]=[CH:4][C:3]=1[C:17]#[N:18].[CH3:19][N+:20]([CH3:24])=[C:21](Cl)[Cl:22].[Cl-]. Given the product [Cl:22][C:21]([N:20]([CH3:24])[CH3:19])=[N:1][C:2]1[N:6]([C:7]2[CH:8]=[CH:9][C:10]([S:13]([CH3:16])(=[O:15])=[O:14])=[CH:11][CH:12]=2)[N:5]=[CH:4][C:3]=1[C:17]#[N:18], predict the reactants needed to synthesize it. (4) Given the product [CH2:37]([O:44][C@@H:45]([CH3:49])[C:46]([NH:15][NH:14][C:13]1[C:8]([C:5]2[CH:6]=[CH:7][C:2]([Cl:1])=[CH:3][CH:4]=2)=[C:9]([C:29]2[CH:30]=[CH:31][C:32]([C:33]#[N:34])=[CH:35][CH:36]=2)[C:10](=[O:28])[N:11]([CH2:16][C:17]2[C:18]([CH3:27])=[N:19][C:20]([C:23]([F:25])([F:26])[F:24])=[CH:21][CH:22]=2)[N:12]=1)=[O:47])[C:38]1[CH:43]=[CH:42][CH:41]=[CH:40][CH:39]=1, predict the reactants needed to synthesize it. The reactants are: [Cl:1][C:2]1[CH:7]=[CH:6][C:5]([C:8]2[C:13]([NH:14][NH2:15])=[N:12][N:11]([CH2:16][C:17]3[C:18]([CH3:27])=[N:19][C:20]([C:23]([F:26])([F:25])[F:24])=[CH:21][CH:22]=3)[C:10](=[O:28])[C:9]=2[C:29]2[CH:36]=[CH:35][C:32]([C:33]#[N:34])=[CH:31][CH:30]=2)=[CH:4][CH:3]=1.[CH2:37]([O:44][C@@H:45]([CH3:49])[C:46](O)=[O:47])[C:38]1[CH:43]=[CH:42][CH:41]=[CH:40][CH:39]=1.CCN=C=NCCCN(C)C.C1C=CC2N(O)N=NC=2C=1.C(N(C(C)C)CC)(C)C. (5) The reactants are: [CH3:1][S:2][C:3]1[N:12]([CH3:13])[C:11](=[O:14])[C:10]2[C:5](=[CH:6][CH:7]=[C:8]([N+:15]([O-])=O)[CH:9]=2)[N:4]=1.O.O.[Sn](Cl)Cl.[BH4-].[Na+].[OH-].[Na+]. Given the product [NH2:15][C:8]1[CH:9]=[C:10]2[C:5](=[CH:6][CH:7]=1)[N:4]=[C:3]([S:2][CH3:1])[N:12]([CH3:13])[C:11]2=[O:14], predict the reactants needed to synthesize it. (6) Given the product [NH2:21][C:11]1[CH:12]=[C:13]([NH:16][C:17](=[O:20])[O:18][CH3:19])[CH:14]=[CH:15][C:10]=1[NH:9][CH2:8][CH:3]1[CH2:4][CH2:5][CH2:6][CH2:7][N:2]1[CH3:1], predict the reactants needed to synthesize it. The reactants are: [CH3:1][N:2]1[CH2:7][CH2:6][CH2:5][CH2:4][CH:3]1[CH2:8][NH:9][C:10]1[CH:15]=[CH:14][C:13]([NH:16][C:17](=[O:20])[O:18][CH3:19])=[CH:12][C:11]=1[N+:21]([O-])=O. (7) Given the product [CH3:1][C:2]1[CH:7]=[CH:6][C:5]([N:8]2[C:17](=[O:19])[C:16]3[CH:15]=[CH:14][S:13][C:12]=3[NH:11][C:9]2=[O:10])=[CH:4][CH:3]=1, predict the reactants needed to synthesize it. The reactants are: [CH3:1][C:2]1[CH:7]=[CH:6][C:5]([NH:8][C:9]([NH:11][C:12]2[S:13][CH:14]=[CH:15][C:16]=2[C:17]([O:19]CC)=O)=[O:10])=[CH:4][CH:3]=1.[OH-].[K+]. (8) Given the product [C:1](/[CH:3]=[CH:43]/[C:26]1[N:25]=[C:24]2[N:20]([CH2:18][CH3:19])[N:21]=[CH:22][C:23]2=[C:28]([C:29]2[CH:30]=[N:31][CH:32]=[C:33]([CH3:35])[CH:34]=2)[C:27]=1[CH2:36][CH2:37][C:38]([O:40][CH2:41][CH3:42])=[O:39])#[N:2], predict the reactants needed to synthesize it. The reactants are: [C:1]([CH2:3]P(=O)(OCC)OCC)#[N:2].CC(C)([O-])C.[K+].[CH2:18]([N:20]1[C:24]2=[N:25][C:26]([CH:43]=O)=[C:27]([CH2:36][CH2:37][C:38]([O:40][CH2:41][CH3:42])=[O:39])[C:28]([C:29]3[CH:30]=[N:31][CH:32]=[C:33]([CH3:35])[CH:34]=3)=[C:23]2[CH:22]=[N:21]1)[CH3:19].